This data is from Retrosynthesis with 50K atom-mapped reactions and 10 reaction types from USPTO. The task is: Predict the reactants needed to synthesize the given product. (1) Given the product O=C(O)c1cc([N+](=O)[O-])ccc1-c1cccnc1O, predict the reactants needed to synthesize it. The reactants are: COC(=O)c1cc([N+](=O)[O-])ccc1-c1cccnc1O. (2) Given the product CCOC(=O)COc1cccc(NCc2cc(-c3cccc(F)c3)ccc2F)c1, predict the reactants needed to synthesize it. The reactants are: CCOC(=O)CBr.Oc1cccc(NCc2cc(-c3cccc(F)c3)ccc2F)c1.